Dataset: Catalyst prediction with 721,799 reactions and 888 catalyst types from USPTO. Task: Predict which catalyst facilitates the given reaction. (1) Product: [CH:30]([C:32]1[O:1][N:2]=[C:3]([N:5]2[CH2:10][CH2:9][CH:8]([C:11]3[CH:12]=[CH:13][C:14]([CH2:17][O:18][C:19]4[CH:20]=[CH:21][C:22]([S:25]([CH3:28])(=[O:27])=[O:26])=[CH:23][CH:24]=4)=[N:15][CH:16]=3)[CH2:7][CH2:6]2)[N:4]=1)([CH3:31])[CH3:29]. The catalyst class is: 9. Reactant: [OH:1][NH:2][C:3]([N:5]1[CH2:10][CH2:9][CH:8]([C:11]2[CH:12]=[CH:13][C:14]([CH2:17][O:18][C:19]3[CH:24]=[CH:23][C:22]([S:25]([CH3:28])(=[O:27])=[O:26])=[CH:21][CH:20]=3)=[N:15][CH:16]=2)[CH2:7][CH2:6]1)=[NH:4].[C:29](O)(=O)[CH:30]([CH3:32])[CH3:31].O.ON1C2C=CC=CC=2N=N1.C(N(CC)C(C)C)(C)C.Cl.CN(C)CCCN=C=NCC.C(=O)([O-])O.[Na+]. (2) Reactant: [O:1]1[CH:5]=[CH:4][CH2:3][C:2]1=[O:6].[H-].[CH2:8]([Al+]CC(C)C)[CH:9](C)C.S([O-])(O)(=O)=O.[Na+].C[C:24]([CH3:27])([O-:26])[CH3:25].[K+].[Br-].[C:30]([CH2:33][CH2:34][CH2:35][CH2:36][P+](C1C=CC=CC=1)(C1C=CC=CC=1)C1C=CC=CC=1)(O)=[O:31].[Cl-].[NH4+].Cl.[C:59](=[O:62])(O)[O-].[Na+].[C:64]1([CH3:70])C=C[CH:67]=[CH:66][CH:65]=1. Product: [CH3:70][CH2:64][CH2:65][CH2:66][CH2:67][C@H:59]([OH:62])/[CH:8]=[CH:9]/[C@@H:25]1[C@@H:33]([CH2:34]/[CH:35]=[CH:36]\[CH2:5][CH2:4][CH2:3][C:2]([OH:1])=[O:6])[C@@H:30]([OH:31])[CH2:27][C@H:24]1[OH:26]. The catalyst class is: 20. (3) Reactant: C(N1[CH2:7][CH:6]([NH:8][C:9]2[CH:14]=[CH:13][C:12]([NH:15][C:16]3[N:21]=[C:20]([NH:22][C:23]4[CH:24]=[C:25]([NH:29][C:30](=[O:33])[CH:31]=[CH2:32])[CH:26]=[CH:27][CH:28]=4)[C:19]([C:34]([F:37])([F:36])[F:35])=[CH:18][N:17]=3)=[C:11]([O:38][CH3:39])[CH:10]=2)[CH2:5]1)(=O)C.C(NC1C=CC(N)=C(OC)C=1)(C)C.FC(F)(F)C(O)=O. Product: [CH:6]([NH:8][C:9]1[CH:14]=[CH:13][C:12]([NH:15][C:16]2[N:21]=[C:20]([NH:22][C:23]3[CH:24]=[C:25]([NH:29][C:30](=[O:33])[CH:31]=[CH2:32])[CH:26]=[CH:27][CH:28]=3)[C:19]([C:34]([F:37])([F:35])[F:36])=[CH:18][N:17]=2)=[C:11]([O:38][CH3:39])[CH:10]=1)([CH3:5])[CH3:7]. The catalyst class is: 12. (4) Product: [Cl:1][C:2]1[CH:10]=[CH:9][C:8]([C:11]2[N:12]([C:22]([O:24][C:25]([CH3:27])([CH3:28])[CH3:26])=[O:23])[C:13]3[C:18]([CH:19]=2)=[CH:17][C:16]([CH2:20][NH:30][C:31]2[CH:36]=[CH:35][CH:34]=[CH:33][CH:32]=2)=[CH:15][CH:14]=3)=[C:7]2[C:3]=1[CH2:4][NH:5][C:6]2=[O:29]. The catalyst class is: 10. Reactant: [Cl:1][C:2]1[CH:10]=[CH:9][C:8]([C:11]2[N:12]([C:22]([O:24][C:25]([CH3:28])([CH3:27])[CH3:26])=[O:23])[C:13]3[C:18]([CH:19]=2)=[CH:17][C:16]([CH:20]=O)=[CH:15][CH:14]=3)=[C:7]2[C:3]=1[CH2:4][NH:5][C:6]2=[O:29].[NH2:30][C:31]1[CH:36]=[CH:35][CH:34]=[CH:33][CH:32]=1.C(O)(=O)C.C(O[BH-](OC(=O)C)OC(=O)C)(=O)C.[Na+].Cl.